Task: Predict the product of the given reaction.. Dataset: Forward reaction prediction with 1.9M reactions from USPTO patents (1976-2016) (1) Given the reactants C[O:2][C:3]([C:5]1[C:9]([NH:10][C:11](=[O:29])[C:12]2[CH:17]=[CH:16][CH:15]=[C:14]([C:18]3[CH:19]=[N:20][N:21]([CH2:23][CH2:24][O:25][CH2:26][CH2:27][NH2:28])[CH:22]=3)[CH:13]=2)=[CH:8][N:7]([CH:30]2[CH2:35][CH2:34][O:33][CH2:32][CH2:31]2)[N:6]=1)=[O:4].O.[OH-].[Li+:38], predict the reaction product. The product is: [NH2:28][CH2:27][CH2:26][O:25][CH2:24][CH2:23][N:21]1[CH:22]=[C:18]([C:14]2[CH:13]=[C:12]([CH:17]=[CH:16][CH:15]=2)[C:11]([NH:10][C:9]2[C:5]([C:3]([O-:4])=[O:2])=[N:6][N:7]([CH:30]3[CH2:35][CH2:34][O:33][CH2:32][CH2:31]3)[CH:8]=2)=[O:29])[CH:19]=[N:20]1.[Li+:38]. (2) Given the reactants [Br:1][CH2:2][C:3]1[CH:12]=[CH:11][CH:10]=[CH:9][C:4]=1[C:5]([O:7][CH3:8])=[O:6].[C:13]1([P:19]([C:26]2[CH:31]=[CH:30][CH:29]=[CH:28][CH:27]=2)[C:20]2[CH:25]=[CH:24][CH:23]=[CH:22][CH:21]=2)[CH:18]=[CH:17][CH:16]=[CH:15][CH:14]=1, predict the reaction product. The product is: [Br-:1].[CH3:8][O:7][C:5]([C:4]1[CH:9]=[CH:10][CH:11]=[CH:12][C:3]=1[CH2:2][P+:19]([C:20]1[CH:21]=[CH:22][CH:23]=[CH:24][CH:25]=1)([C:26]1[CH:31]=[CH:30][CH:29]=[CH:28][CH:27]=1)[C:13]1[CH:14]=[CH:15][CH:16]=[CH:17][CH:18]=1)=[O:6]. (3) The product is: [C:1]1([C@@H:7]([N:9]2[C:10]3[N:20]=[CH:19][CH:18]=[CH:17][C:11]=3[C:12](=[O:13])[O:14][C:15]2=[O:29])[CH3:8])[CH:6]=[CH:5][CH:4]=[CH:3][CH:2]=1. Given the reactants [C:1]1([C@@H:7]([NH:9][C:10]2[N:20]=[CH:19][CH:18]=[CH:17][C:11]=2[C:12]([O:14][CH2:15]C)=[O:13])[CH3:8])[CH:6]=[CH:5][CH:4]=[CH:3][CH:2]=1.C(C(CC)CNC1N=CC=CC=1C(OCC)=[O:29])C, predict the reaction product. (4) Given the reactants [H-].[Na+].[Si:3]([O:10][CH2:11][C:12]1[CH:17]=[CH:16][CH:15]=[C:14]([C:18]([OH:21])([CH3:20])[CH3:19])[N:13]=1)([C:6]([CH3:9])([CH3:8])[CH3:7])([CH3:5])[CH3:4].[CH3:22]I, predict the reaction product. The product is: [Si:3]([O:10][CH2:11][C:12]1[CH:17]=[CH:16][CH:15]=[C:14]([C:18]([O:21][CH3:22])([CH3:20])[CH3:19])[N:13]=1)([C:6]([CH3:9])([CH3:8])[CH3:7])([CH3:5])[CH3:4]. (5) Given the reactants [CH2:1]([C@H:8]1[N:13]([C:14]([C:16]2[N:17]=[N:18][N:19]([C:27]3[CH:32]=[CH:31][CH:30]=[C:29]([OH:33])[CH:28]=3)[C:20]=2[C:21]2[CH:26]=[CH:25][CH:24]=[CH:23][CH:22]=2)=[O:15])[CH2:12][CH2:11][N:10]([C:34]([O:36][C:37]([CH3:40])([CH3:39])[CH3:38])=[O:35])[CH2:9]1)[C:2]1[CH:7]=[CH:6][CH:5]=[CH:4][CH:3]=1.[O:41]=[S:42]1(=[O:51])[CH2:47][CH2:46][N:45]([CH2:48][CH2:49]O)[CH2:44][CH2:43]1.C1(P(C2C=CC=CC=2)C2C=CC=CC=2)C=CC=CC=1.CCOC(/N=N/C(OCC)=O)=O, predict the reaction product. The product is: [CH2:1]([C@H:8]1[N:13]([C:14]([C:16]2[N:17]=[N:18][N:19]([C:27]3[CH:32]=[CH:31][CH:30]=[C:29]([O:33][CH2:49][CH2:48][N:45]4[CH2:46][CH2:47][S:42](=[O:51])(=[O:41])[CH2:43][CH2:44]4)[CH:28]=3)[C:20]=2[C:21]2[CH:26]=[CH:25][CH:24]=[CH:23][CH:22]=2)=[O:15])[CH2:12][CH2:11][N:10]([C:34]([O:36][C:37]([CH3:40])([CH3:39])[CH3:38])=[O:35])[CH2:9]1)[C:2]1[CH:3]=[CH:4][CH:5]=[CH:6][CH:7]=1. (6) Given the reactants CS(O[CH2:6][CH2:7][N:8]1[CH:12]=[C:11]([C:13]2[CH:18]=[C:17]([C:19]([O:21]C)=[O:20])[CH:16]=[CH:15][N:14]=2)[N:10]=[CH:9]1)(=O)=O.[Cl:23][C:24]1[CH:25]=[C:26]2[C:31](=[CH:32][CH:33]=1)[NH:30][CH2:29][CH2:28][CH2:27]2, predict the reaction product. The product is: [Cl:23][C:24]1[CH:25]=[C:26]2[C:31](=[CH:32][CH:33]=1)[N:30]([CH2:6][CH2:7][N:8]1[CH:12]=[C:11]([C:13]3[CH:18]=[C:17]([C:19]([OH:21])=[O:20])[CH:16]=[CH:15][N:14]=3)[N:10]=[CH:9]1)[CH2:29][CH2:28][CH2:27]2. (7) The product is: [CH2:1]([O:3][C:4](=[O:31])[CH2:5][O:6][C:7]1[CH:12]=[C:11]([C:37]2[CH:38]=[CH:39][C:34]([O:33][CH3:32])=[CH:35][CH:36]=2)[C:10]([O:14][CH2:15][C:16]2[S:17][CH:18]=[C:19]([C:21]3[CH:26]=[CH:25][C:24]([N+:27]([O-:29])=[O:28])=[CH:23][CH:22]=3)[N:20]=2)=[CH:9][C:8]=1[CH3:30])[CH3:2]. Given the reactants [CH2:1]([O:3][C:4](=[O:31])[CH2:5][O:6][C:7]1[CH:12]=[C:11](Br)[C:10]([O:14][CH2:15][C:16]2[S:17][CH:18]=[C:19]([C:21]3[CH:26]=[CH:25][C:24]([N+:27]([O-:29])=[O:28])=[CH:23][CH:22]=3)[N:20]=2)=[CH:9][C:8]=1[CH3:30])[CH3:2].[CH3:32][O:33][C:34]1[CH:39]=[CH:38][C:37](B(O)O)=[CH:36][CH:35]=1.C(=O)([O-])[O-].[Na+].[Na+], predict the reaction product. (8) Given the reactants ClC1C(C(O)=O)=CC(C)=C2C=1C=CN2.[Cl:15][C:16]1[C:24]([C:25]([O:27]C)=[O:26])=[CH:23][C:22]([CH2:29][CH2:30][CH2:31][O:32][CH3:33])=[C:21]2[C:17]=1[CH:18]=[CH:19][NH:20]2, predict the reaction product. The product is: [Cl:15][C:16]1[C:24]([C:25]([OH:27])=[O:26])=[CH:23][C:22]([CH2:29][CH2:30][CH2:31][O:32][CH3:33])=[C:21]2[C:17]=1[CH:18]=[CH:19][NH:20]2.